This data is from Forward reaction prediction with 1.9M reactions from USPTO patents (1976-2016). The task is: Predict the product of the given reaction. Given the reactants [C:1]([C@@H:4]([C:34]1[CH:39]=[CH:38][CH:37]=[CH:36][CH:35]=1)[N:5]([CH:14]1[C:22]2[C:17](=[CH:18][CH:19]=[C:20]([O:23][CH2:24][CH2:25][O:26]CC3C=CC=CC=3)[CH:21]=2)[CH2:16][CH2:15]1)[C:6](=[O:13])[C:7]1[CH:12]=[CH:11][CH:10]=[CH:9][CH:8]=1)(=[O:3])[NH2:2], predict the reaction product. The product is: [C:1]([C@@H:4]([C:34]1[CH:39]=[CH:38][CH:37]=[CH:36][CH:35]=1)[N:5]([C@H:14]1[C:22]2[C:17](=[CH:18][CH:19]=[C:20]([O:23][CH2:24][CH2:25][OH:26])[CH:21]=2)[CH2:16][CH2:15]1)[C:6](=[O:13])[C:7]1[CH:8]=[CH:9][CH:10]=[CH:11][CH:12]=1)(=[O:3])[NH2:2].